From a dataset of Forward reaction prediction with 1.9M reactions from USPTO patents (1976-2016). Predict the product of the given reaction. (1) Given the reactants C[O:2][C:3](=[O:24])[CH2:4][CH2:5][CH2:6][CH2:7][C:8]1[O:9][CH:10]=[C:11]([C:13]2[CH:18]=[CH:17][CH:16]=[CH:15][C:14]=2[NH:19][S:20]([CH3:23])(=[O:22])=[O:21])[N:12]=1.C1COCC1.[OH-].[Na+], predict the reaction product. The product is: [CH3:23][S:20]([NH:19][C:14]1[CH:15]=[CH:16][CH:17]=[CH:18][C:13]=1[C:11]1[N:12]=[C:8]([CH2:7][CH2:6][CH2:5][CH2:4][C:3]([OH:24])=[O:2])[O:9][CH:10]=1)(=[O:21])=[O:22]. (2) Given the reactants [CH2:1]([O:4][C:5]([NH:7][C:8]1[CH:9]=[C:10]([CH:16]=[CH:17][CH:18]=1)[C:11]([O:13]CC)=O)=[O:6])[CH:2]=[CH2:3].[Cl:19][C:20]1[N:25]=[C:24]([CH3:26])[CH:23]=[CH:22][N:21]=1, predict the reaction product. The product is: [Cl:19][C:20]1[N:25]=[C:24]([CH2:26][C:11]([C:10]2[CH:9]=[C:8]([NH:7][C:5](=[O:6])[O:4][CH2:1][CH:2]=[CH2:3])[CH:18]=[CH:17][CH:16]=2)=[O:13])[CH:23]=[CH:22][N:21]=1.